This data is from Reaction yield outcomes from USPTO patents with 853,638 reactions. The task is: Predict the reaction yield, written as a fraction of the theoretical maximum amount of product (1.0 means a 100% yield; for example, 0.34 means a 34% yield). (1) The reactants are [F:1][C:2]1[CH:3]=[C:4]([NH:16][C:17]([N:19]2[CH2:23][CH2:22][N:21]([C:24]3[CH:29]=[CH:28][CH:27]=[CH:26][CH:25]=3)[C:20]2=[O:30])=[O:18])[CH:5]=[CH:6][C:7]=1[O:8][C:9]1[CH:14]=[CH:13][N:12]=[CH:11][C:10]=1I.C(N(CC)CC)C.[CH2:38]([C:45]#[CH:46])[C:39]1[CH:44]=[CH:43][CH:42]=[CH:41][CH:40]=1. The catalyst is C1COCC1.[Cu](I)I.Cl[Pd](Cl)([P](C1C=CC=CC=1)(C1C=CC=CC=1)C1C=CC=CC=1)[P](C1C=CC=CC=1)(C1C=CC=CC=1)C1C=CC=CC=1. The yield is 0.0240. The product is [F:1][C:2]1[CH:3]=[C:4]([NH:16][C:17]([N:19]2[CH2:23][CH2:22][N:21]([C:24]3[CH:29]=[CH:28][CH:27]=[CH:26][CH:25]=3)[C:20]2=[O:30])=[O:18])[CH:5]=[CH:6][C:7]=1[O:8][C:9]1[CH:14]=[CH:13][N:12]=[CH:11][C:10]=1[C:46]#[C:45][CH2:38][C:39]1[CH:44]=[CH:43][CH:42]=[CH:41][CH:40]=1. (2) The product is [Cl:1][C:2]1[CH:3]=[C:4]([N:5]=[C:11]=[S:12])[CH:6]=[C:7]([Cl:10])[C:8]=1[CH3:9]. The catalyst is ClCCl. The yield is 0.650. The reactants are [Cl:1][C:2]1[CH:3]=[C:4]([CH:6]=[C:7]([Cl:10])[C:8]=1[CH3:9])[NH2:5].[C:11](N1C=CN=C1)(N1C=CN=C1)=[S:12]. (3) The reactants are [CH3:1][O:2][C:3]1[CH:4]=[C:5]2[C:9](=[CH:10][C:11]=1[O:12][CH3:13])[CH2:8][C:7]([C:14]([OH:16])=O)=[CH:6]2.C(Cl)(=O)C(Cl)=O.[NH2:23][C:24]1[CH:33]=[CH:32][CH:31]=[CH:30][C:25]=1[C:26]([O:28][CH3:29])=[O:27].C(N(CC)CC)C. The catalyst is C(Cl)Cl.O.CN(C=O)C. The product is [CH3:1][O:2][C:3]1[CH:4]=[C:5]2[C:9](=[CH:10][C:11]=1[O:12][CH3:13])[CH2:8][C:7]([C:14]([NH:23][C:24]1[CH:33]=[CH:32][CH:31]=[CH:30][C:25]=1[C:26]([O:28][CH3:29])=[O:27])=[O:16])=[CH:6]2. The yield is 0.380. (4) The catalyst is O1CCCC1.O. The yield is 0.940. The reactants are [CH3:1][NH:2][C:3]([NH2:5])=[O:4].[C:6](Cl)(=[O:10])[C:7](Cl)=[O:8]. The product is [CH3:1][N:2]1[C:7](=[O:8])[C:6](=[O:10])[NH:5][C:3]1=[O:4]. (5) The reactants are Cl.Cl.[Br:3][C:4]1[CH:5]=[CH:6][C:7]([NH:13]N)=[C:8]([CH:12]=1)[C:9]([OH:11])=[O:10].O=[C:16]1[CH2:21][CH2:20][CH:19]([C:22]([O:24][CH2:25][CH3:26])=[O:23])[CH2:18][CH2:17]1. The catalyst is CC(O)=O. The product is [Br:3][C:4]1[CH:5]=[C:6]2[C:7](=[C:8]([C:9]([OH:11])=[O:10])[CH:12]=1)[NH:13][C:16]1[CH2:21][CH2:20][CH:19]([C:22]([O:24][CH2:25][CH3:26])=[O:23])[CH2:18][C:17]2=1. The yield is 0.650. (6) The reactants are C[O:2][C:3]1[CH:10]=[CH:9][C:6]([C:7]#[N:8])=[CH:5][C:4]=1[O:11][C:12]1[CH:17]=[CH:16][CH:15]=[CH:14][CH:13]=1.B(Br)(Br)Br. The catalyst is C(Cl)Cl. The product is [OH:2][C:3]1[CH:10]=[CH:9][C:6]([C:7]#[N:8])=[CH:5][C:4]=1[O:11][C:12]1[CH:13]=[CH:14][CH:15]=[CH:16][CH:17]=1. The yield is 0.890. (7) The reactants are [Br:1][C:2]1[CH:7]=[CH:6][C:5]([CH2:8][C@H:9]([NH:13][C:14]([O:16][C:17]([CH3:20])([CH3:19])[CH3:18])=[O:15])[C:10](O)=[O:11])=[CH:4][CH:3]=1.C[N+:22]1(C2N=C(OC)N=C(OC)N=2)CCOCC1.[Cl-].N.O. The catalyst is C(Cl)Cl. The product is [NH2:22][C:10](=[O:11])[C@@H:9]([NH:13][C:14](=[O:15])[O:16][C:17]([CH3:20])([CH3:19])[CH3:18])[CH2:8][C:5]1[CH:6]=[CH:7][C:2]([Br:1])=[CH:3][CH:4]=1. The yield is 0.950.